From a dataset of Full USPTO retrosynthesis dataset with 1.9M reactions from patents (1976-2016). Predict the reactants needed to synthesize the given product. (1) Given the product [C:1]([O:5][C:6](=[O:19])[NH:7][C@H:8]([C:10]1[CH:15]=[CH:14][C:13]([CH:16]([OH:17])[CH2:18][NH:25][C:20]([CH3:22])([CH3:21])[CH2:23][CH3:24])=[CH:12][CH:11]=1)[CH3:9])([CH3:4])([CH3:3])[CH3:2], predict the reactants needed to synthesize it. The reactants are: [C:1]([O:5][C:6](=[O:19])[NH:7][C@H:8]([C:10]1[CH:15]=[CH:14][C:13]([CH:16]2[CH2:18][O:17]2)=[CH:12][CH:11]=1)[CH3:9])([CH3:4])([CH3:3])[CH3:2].[C:20]([NH2:25])([CH2:23][CH3:24])([CH3:22])[CH3:21]. (2) The reactants are: [CH:1]([OH:3])=[O:2].[F:4][CH:5]([F:36])[O:6][C:7]1[CH:12]=[CH:11][CH:10]=[CH:9][C:8]=1[CH2:13][C:14]1[N:18]2[CH:19]=[C:20]([C:24]3[CH:25]=[N:26][C:27]([C:30]4([OH:34])[CH2:33][NH:32][CH2:31]4)=[N:28][CH:29]=3)[C:21]([F:23])=[CH:22][C:17]2=[N:16][C:15]=1[CH3:35].C=O.[C:39](O[BH-](OC(=O)C)OC(=O)C)(=O)C.[Na+].C(=O)(O)[O-].[Na+]. Given the product [CH:1]([OH:3])=[O:2].[F:36][CH:5]([F:4])[O:6][C:7]1[CH:12]=[CH:11][CH:10]=[CH:9][C:8]=1[CH2:13][C:14]1[N:18]2[CH:19]=[C:20]([C:24]3[CH:25]=[N:26][C:27]([C:30]4([OH:34])[CH2:33][N:32]([CH3:39])[CH2:31]4)=[N:28][CH:29]=3)[C:21]([F:23])=[CH:22][C:17]2=[N:16][C:15]=1[CH3:35], predict the reactants needed to synthesize it.